Dataset: Reaction yield outcomes from USPTO patents with 853,638 reactions. Task: Predict the reaction yield, written as a fraction of the theoretical maximum amount of product (1.0 means a 100% yield; for example, 0.34 means a 34% yield). (1) The reactants are C([O:8][C:9]1[CH:14]=[CH:13][C:12]([C:15]2[C:16]([N:34]3[CH2:39][CH2:38][C:37]([CH3:41])([CH3:40])[CH2:36][CH2:35]3)=[C:17]([C@H:23]([O:29][C:30]([CH3:33])([CH3:32])[CH3:31])[C:24]([O:26][CH2:27][CH3:28])=[O:25])[C:18]([CH3:22])=[N:19][C:20]=2[CH3:21])=[CH:11][CH:10]=1)C1C=CC=CC=1. The catalyst is CCOC(C)=O.[Pd]. The product is [C:30]([O:29][C@@H:23]([C:17]1[C:18]([CH3:22])=[N:19][C:20]([CH3:21])=[C:15]([C:12]2[CH:11]=[CH:10][C:9]([OH:8])=[CH:14][CH:13]=2)[C:16]=1[N:34]1[CH2:35][CH2:36][C:37]([CH3:40])([CH3:41])[CH2:38][CH2:39]1)[C:24]([O:26][CH2:27][CH3:28])=[O:25])([CH3:31])([CH3:32])[CH3:33]. The yield is 0.990. (2) The reactants are C[O:2][C:3]1[C:13]2[N:12]3[CH2:14][C@H:9]([CH2:10][CH2:11]3)[N:8]([C:15]([NH:17][C:18]3[CH:23]=[CH:22][CH:21]=[CH:20][N:19]=3)=[O:16])[C:7]=2[N:6]=[C:5]([C:24]2[CH:29]=[CH:28][CH:27]=[C:26]([C:30]([F:33])([F:32])[F:31])[CH:25]=2)[CH:4]=1.B(Br)(Br)Br.C(=O)(O)[O-].[Na+]. The catalyst is C(Cl)Cl. The product is [OH:2][C:3]1[C:13]2[N:12]3[CH2:14][C@H:9]([CH2:10][CH2:11]3)[N:8]([C:15]([NH:17][C:18]3[CH:23]=[CH:22][CH:21]=[CH:20][N:19]=3)=[O:16])[C:7]=2[N:6]=[C:5]([C:24]2[CH:29]=[CH:28][CH:27]=[C:26]([C:30]([F:32])([F:33])[F:31])[CH:25]=2)[CH:4]=1. The yield is 0.350. (3) The reactants are [CH3:1][O:2][C:3]1[CH:11]=[C:10]([O:12][CH3:13])[CH:9]=[C:8]2[C:4]=1[C:5](=[O:15])C(=O)[NH:7]2.[OH-:16].[Na+].OO.Cl. The catalyst is C(O)(=O)C. The product is [CH3:13][O:12][C:10]1[CH:9]=[C:8]([NH2:7])[C:4](=[C:3]([O:2][CH3:1])[CH:11]=1)[C:5]([OH:15])=[O:16]. The yield is 0.500. (4) The reactants are [CH3:1][C:2]([CH3:26])([CH3:25])[CH2:3][CH2:4][CH2:5][CH2:6][C:7]1([CH3:24])[C:16]2[C:11](=[CH:12][CH:13]=[CH:14][CH:15]=2)[C:10]([OH:17])=[C:9](C(OCC)=O)[C:8]1=[O:23].Cl. The catalyst is O1CCOCC1. The product is [CH3:1][C:2]([CH3:26])([CH3:25])[CH2:3][CH2:4][CH2:5][CH2:6][C:7]1([CH3:24])[C:16]2[C:11](=[CH:12][CH:13]=[CH:14][CH:15]=2)[C:10]([OH:17])=[CH:9][C:8]1=[O:23]. The yield is 0.720. (5) The reactants are [CH3:1][C:2](C)([O-])C.[K+].[CH3:7][CH:8]([C:12]([CH3:14])=[O:13])[C:9]([O-:11])=[O:10].Cl[C:16]1[C:21]([C:22]#[N:23])=[C:20]([NH:24][CH3:25])[C:19]([N+:26]([O-:28])=[O:27])=[CH:18][CH:17]=1.[NH4+].[Cl-]. The catalyst is CO.CS(C)=O. The product is [CH2:1]([O:10][C:9](=[O:11])[C:8]([C:16]1[CH:17]=[CH:18][C:19]([N+:26]([O-:28])=[O:27])=[C:20]([NH:24][CH3:25])[C:21]=1[C:22]#[N:23])([CH3:7])[C:12](=[O:13])[CH3:14])[CH3:2]. The yield is 0.406. (6) The reactants are [Br:1][C:2]1[CH:3]=[C:4]([N:9]2[CH2:14][CH2:13][NH:12][CH2:11][CH2:10]2)[CH:5]=[C:6]([F:8])[CH:7]=1.C(O[C:18]1(O[Si](C)(C)C)[CH2:20][CH2:19]1)C.C(O)(=O)C. The catalyst is CO.C1COCC1.CCOC(C)=O. The product is [Br:1][C:2]1[CH:3]=[C:4]([N:9]2[CH2:14][CH2:13][N:12]([CH:18]3[CH2:20][CH2:19]3)[CH2:11][CH2:10]2)[CH:5]=[C:6]([F:8])[CH:7]=1. The yield is 1.00. (7) The reactants are Br[C:2]1[CH:7]=[C:6]([N+:8]([O-:10])=[O:9])[CH:5]=[CH:4][C:3]=1[N:11]1[CH2:15][CH2:14][CH:13]([NH:16][C:17](=[O:25])[O:18][CH2:19][CH2:20][Si:21]([CH3:24])([CH3:23])[CH3:22])[CH2:12]1.[C:26]([C:28]1[CH:29]=[C:30]([NH:34][C:35](=[O:41])[O:36][C:37]([CH3:40])([CH3:39])[CH3:38])[CH:31]=[CH:32][CH:33]=1)#[CH:27]. No catalyst specified. The product is [C:37]([O:36][C:35]([NH:34][C:30]1[CH:29]=[C:28]([C:26]#[C:27][C:2]2[CH:7]=[C:6]([N+:8]([O-:10])=[O:9])[CH:5]=[CH:4][C:3]=2[N:11]2[CH2:15][CH2:14][CH:13]([NH:16][C:17](=[O:25])[O:18][CH2:19][CH2:20][Si:21]([CH3:24])([CH3:23])[CH3:22])[CH2:12]2)[CH:33]=[CH:32][CH:31]=1)=[O:41])([CH3:40])([CH3:39])[CH3:38]. The yield is 0.910. (8) The reactants are [Cl:1][C:2]1[CH:10]=[CH:9][CH:8]=[CH:7][C:3]=1[C:4]([OH:6])=O.C1C=CC2N(O)N=NC=2C=1.CCN=C=NCCCN(C)C.[CH3:32][C:33]([NH2:36])([CH3:35])[CH3:34]. The catalyst is C1COCC1. The product is [C:33]([NH:36][C:4](=[O:6])[C:3]1[CH:7]=[CH:8][CH:9]=[CH:10][C:2]=1[Cl:1])([CH3:35])([CH3:34])[CH3:32]. The yield is 0.885.